From a dataset of Forward reaction prediction with 1.9M reactions from USPTO patents (1976-2016). Predict the product of the given reaction. (1) Given the reactants Br[C:2]1[CH:6]=[CH:5][S:4][C:3]=1[C:7]1[CH:12]=[CH:11][N:10]=[C:9]2[N:13](S(C3C=CC(C)=CC=3)(=O)=O)[CH:14]=[CH:15][C:8]=12.[C:26]([NH:33][C:34]1[CH:39]=[CH:38][C:37](B(O)O)=[CH:36][CH:35]=1)([O:28][C:29]([CH3:32])([CH3:31])[CH3:30])=[O:27].O.[OH-].[Ba+2].[OH-], predict the reaction product. The product is: [NH:13]1[C:9]2=[N:10][CH:11]=[CH:12][C:7]([C:3]3[S:4][CH:5]=[CH:6][C:2]=3[C:37]3[CH:36]=[CH:35][C:34]([NH:33][C:26](=[O:27])[O:28][C:29]([CH3:31])([CH3:30])[CH3:32])=[CH:39][CH:38]=3)=[C:8]2[CH:15]=[CH:14]1. (2) Given the reactants Br[C:2]1[CH:6]=[CH:5][N:4]([CH3:7])[N:3]=1.[Li]C(C)(C)C.[Cl:13][C:14]1[C:15]2[C:16](=[N:20][N:21]([CH2:23][C:24]3[CH:29]=[CH:28][C:27]([C:30](=[O:32])[CH3:31])=[CH:26][CH:25]=3)[CH:22]=2)[N:17]=[CH:18][N:19]=1, predict the reaction product. The product is: [Cl:13][C:14]1[C:15]2[C:16](=[N:20][N:21]([CH2:23][C:24]3[CH:29]=[CH:28][C:27]([C:30]([C:2]4[CH:6]=[CH:5][N:4]([CH3:7])[N:3]=4)([OH:32])[CH3:31])=[CH:26][CH:25]=3)[CH:22]=2)[N:17]=[CH:18][N:19]=1. (3) Given the reactants [F:1][C:2]([F:26])([F:25])[C:3]1[CH:8]=[CH:7][C:6]([S:9]([N:12]2[CH:17]3[C:18]4[CH:23]=[CH:22][CH:21]=[CH:20][C:19]=4[CH:13]2[CH2:14][C:15](=[O:24])[CH2:16]3)(=[O:11])=[O:10])=[CH:5][CH:4]=1.CC(O[CH:32](N(C)C)[N:33]([CH3:35])[CH3:34])(C)C, predict the reaction product. The product is: [CH3:32][N:33]([CH:35]=[C:14]1[C:15](=[O:24])[CH2:16][CH:17]2[N:12]([S:9]([C:6]3[CH:7]=[CH:8][C:3]([C:2]([F:1])([F:25])[F:26])=[CH:4][CH:5]=3)(=[O:10])=[O:11])[CH:13]1[C:19]1[CH:20]=[CH:21][CH:22]=[CH:23][C:18]=12)[CH3:34]. (4) Given the reactants [CH:1]([O:4][C:5]1[CH:14]=[C:13]([C:15]([F:18])([F:17])[F:16])[C:12]2[C:7](=[CH:8][CH:9]=[C:10]3[NH:22][C@H:21]([CH3:23])[CH2:20][O:19][C:11]3=2)[N:6]=1)([CH3:3])[CH3:2].[BH4-].[Na+].[C:26](O)(=O)[CH3:27], predict the reaction product. The product is: [CH2:26]([N:22]1[C:10]2[C:11](=[C:12]3[C:7](=[CH:8][CH:9]=2)[N:6]=[C:5]([O:4][CH:1]([CH3:3])[CH3:2])[CH:14]=[C:13]3[C:15]([F:18])([F:17])[F:16])[O:19][CH2:20][C@H:21]1[CH3:23])[CH3:27]. (5) Given the reactants [CH3:1][C:2]1[CH:6]=[C:5]([CH3:7])[NH:4][N:3]=1.[H-].[Na+].[Br:10][C:11]1[C:12](S(C)(=O)=O)=[N:13][C:14]([NH:17][C:18]2[CH:23]=[CH:22][C:21]([F:24])=[C:20]([Cl:25])[CH:19]=2)=[N:15][CH:16]=1.O, predict the reaction product. The product is: [Br:10][C:11]1[C:16]([N:3]2[C:2]([CH3:1])=[CH:6][C:5]([CH3:7])=[N:4]2)=[N:15][C:14]([NH:17][C:18]2[CH:23]=[CH:22][C:21]([F:24])=[C:20]([Cl:25])[CH:19]=2)=[N:13][CH:12]=1. (6) Given the reactants [NH2:1][CH2:2][C@H:3]([NH:9][S:10]([C:13]1[C:14]([CH3:19])=[N:15][O:16][C:17]=1[CH3:18])(=[O:12])=[O:11])[C:4]([O:6][CH2:7][CH3:8])=[O:5].Cl[C:21](OC1C=CC([N+]([O-])=O)=CC=1)=[O:22].CCN(C(C)C)C(C)C.C([O-])(O)=O.[Na+].Cl, predict the reaction product. The product is: [CH3:19][C:14]1[C:13]([S:10]([N:9]2[C@H:3]([C:4]([O:6][CH2:7][CH3:8])=[O:5])[CH2:2][NH:1][C:21]2=[O:22])(=[O:11])=[O:12])=[C:17]([CH3:18])[O:16][N:15]=1.